This data is from Reaction yield outcomes from USPTO patents with 853,638 reactions. The task is: Predict the reaction yield, written as a fraction of the theoretical maximum amount of product (1.0 means a 100% yield; for example, 0.34 means a 34% yield). (1) The reactants are C([O:8][N:9]1[C:18]2[C:13](=[CH:14][CH:15]=[C:16]([C:19](=[O:29])[NH:20][O:21]CC3C=CC=CC=3)[CH:17]=2)[NH:12][C:11](=[O:30])[C:10]1=[O:31])C1C=CC=CC=1.O.[OH-].[Na+]. The yield is 0.700. The catalyst is C(O)C.[Pd]. The product is [OH:8][N:9]1[C:18]2[C:13](=[CH:14][CH:15]=[C:16]([C:19](=[O:29])[NH:20][OH:21])[CH:17]=2)[NH:12][C:11](=[O:30])[C:10]1=[O:31]. (2) The reactants are C(O[C:4]([C:6]1[C:11](=[O:12])[N:10]([CH2:13][CH2:14][CH:15]([CH3:17])[CH3:16])[N:9]2[CH:18]=[CH:19][CH:20]=[C:8]2[C:7]=1[OH:21])=O)C.[NH2:22][C:23]1[CH:28]=[CH:27][C:26]([I:29])=[CH:25][C:24]=1[S:30]([NH2:33])(=[O:32])=[O:31].N12CCCN=C1CCCCC2. The catalyst is N1C=CC=CC=1. The product is [OH:21][C:7]1[C:8]2[N:9]([CH:18]=[CH:19][CH:20]=2)[N:10]([CH2:13][CH2:14][CH:15]([CH3:16])[CH3:17])[C:11](=[O:12])[C:6]=1[C:4]1[NH:22][C:23]2[CH:28]=[CH:27][C:26]([I:29])=[CH:25][C:24]=2[S:30](=[O:32])(=[O:31])[N:33]=1. The yield is 0.280. (3) The reactants are [Cl:1][C:2]1[CH:7]=[CH:6][N:5]=[C:4]2[CH:8]=[CH:9][S:10][C:3]=12.[Li]CCCC.Br[C:17]1[N:22]=[CH:21][C:20]([CH:23]=[O:24])=[CH:19][CH:18]=1. The catalyst is C1COCC1.[Cl-].[Zn+2].[Cl-]. The product is [Cl:1][C:2]1[CH:7]=[CH:6][N:5]=[C:4]2[CH:8]=[C:9]([C:17]3[CH:18]=[CH:19][C:20]([CH:23]=[O:24])=[CH:21][N:22]=3)[S:10][C:3]=12. The yield is 0.760. (4) The reactants are [O:1]=[C:2]1[CH2:11][CH2:10][C:9]2[CH:8]=[C:7]([C:12]([O:14][CH3:15])=[O:13])[CH:6]=[CH:5][C:4]=2[CH2:3]1.[BH4-].[Na+]. The catalyst is CO.C1COCC1.Cl. The product is [OH:1][CH:2]1[CH2:11][CH2:10][C:9]2[CH:8]=[C:7]([C:12]([O:14][CH3:15])=[O:13])[CH:6]=[CH:5][C:4]=2[CH2:3]1. The yield is 0.910. (5) The reactants are [CH2:1]([O:3][C:4](=[O:20])[C:5](O)=[CH:6][C:7]([C:9]1[C:17]2[C:12](=[CH:13][CH:14]=[C:15]([Cl:18])[CH:16]=2)[NH:11][CH:10]=1)=[O:8])[CH3:2].C(O)(=O)C.[CH3:25][NH2:26]. The catalyst is CCO. The product is [CH2:1]([O:3][C:4](=[O:20])[C:5]([NH:26][CH3:25])=[CH:6][C:7]([C:9]1[C:17]2[C:12](=[CH:13][CH:14]=[C:15]([Cl:18])[CH:16]=2)[NH:11][CH:10]=1)=[O:8])[CH3:2]. The yield is 0.380. (6) The reactants are [C:1]([C:5]1[CH:6]=[C:7]([NH:11][C:12](=[O:46])[NH:13][C@@H:14]2[C:23]3[C:18](=[CH:19][CH:20]=[CH:21][CH:22]=3)[C@H:17]([O:24][C:25]3[CH:26]=[CH:27][C:28]4[N:29]([C:31]([N:34]5[CH2:39][CH2:38][CH:37]([CH2:40]OS(C)(=O)=O)[CH2:36][CH2:35]5)=[N:32][N:33]=4)[CH:30]=3)[CH2:16][CH2:15]2)[N:8]([CH3:10])[N:9]=1)([CH3:4])([CH3:3])[CH3:2].[CH3:47][NH:48][CH3:49].C1C[O:53]CC1. No catalyst specified. The product is [CH:12]([OH:46])=[O:53].[C:1]([C:5]1[CH:6]=[C:7]([NH:11][C:12]([NH:13][C@@H:14]2[C:23]3[C:18](=[CH:19][CH:20]=[CH:21][CH:22]=3)[C@H:17]([O:24][C:25]3[CH:26]=[CH:27][C:28]4[N:29]([C:31]([N:34]5[CH2:39][CH2:38][CH:37]([CH2:40][N:48]([CH3:49])[CH3:47])[CH2:36][CH2:35]5)=[N:32][N:33]=4)[CH:30]=3)[CH2:16][CH2:15]2)=[O:46])[N:8]([CH3:10])[N:9]=1)([CH3:3])([CH3:4])[CH3:2]. The yield is 0.350. (7) The reactants are [Cl:1][C:2]1[CH:3]=[C:4]2[C:9](=[CH:10][N:11]=1)[CH2:8][N:7]([C:12]1[C:17]([F:18])=[C:16]([O:19][CH3:20])[CH:15]=[C:14]([O:21][CH3:22])[C:13]=1[F:23])[C:6](=[O:24])[CH:5]2C([O-])=O.Cl. The catalyst is O1CCOCC1. The product is [Cl:1][C:2]1[CH:3]=[C:4]2[C:9](=[CH:10][N:11]=1)[CH2:8][N:7]([C:12]1[C:17]([F:18])=[C:16]([O:19][CH3:20])[CH:15]=[C:14]([O:21][CH3:22])[C:13]=1[F:23])[C:6](=[O:24])[CH2:5]2. The yield is 0.950.